This data is from Full USPTO retrosynthesis dataset with 1.9M reactions from patents (1976-2016). The task is: Predict the reactants needed to synthesize the given product. (1) The reactants are: Br[C:2]1[CH:7]=[CH:6][CH:5]=[CH:4][C:3]=1[S:8][CH2:9][CH2:10][C:11]([O:13][CH2:14][CH3:15])=[O:12].[F:16][C:17]1[CH:22]=[C:21](B2OC(C)(C)C(C)(C)O2)[CH:20]=[CH:19][C:18]=1[C:32]1[CH:33]=[N:34][C:35]([NH2:38])=[N:36][CH:37]=1.C(Cl)Cl.C([O-])([O-])=O.[Na+].[Na+]. Given the product [NH2:38][C:35]1[N:36]=[CH:37][C:32]([C:18]2[C:17]([F:16])=[CH:22][C:21]([C:2]3[CH:7]=[CH:6][CH:5]=[CH:4][C:3]=3[S:8][CH2:9][CH2:10][C:11]([O:13][CH2:14][CH3:15])=[O:12])=[CH:20][CH:19]=2)=[CH:33][N:34]=1, predict the reactants needed to synthesize it. (2) Given the product [C:18]([C:14]1[CH:13]([C:5]2[CH:6]=[CH:7][CH:8]=[C:9]3[C:4]=2[O:3][C:2]([CH3:1])=[CH:11][C:10]3=[O:12])[C:26]2[C:25]([O:24][CH:21]([CH3:22])[CH3:23])=[N:30][C:29]([NH2:31])=[N:28][C:27]=2[NH:32][C:15]=1[CH3:16])(=[O:20])[CH3:19], predict the reactants needed to synthesize it. The reactants are: [CH3:1][C:2]1[O:3][C:4]2[C:9]([C:10](=[O:12])[CH:11]=1)=[CH:8][CH:7]=[CH:6][C:5]=2[CH:13]=[C:14]([C:18](=[O:20])[CH3:19])[C:15](=O)[CH3:16].[CH:21]([O:24][C:25]1[N:30]=[C:29]([NH2:31])[N:28]=[C:27]([NH2:32])[CH:26]=1)([CH3:23])[CH3:22]. (3) Given the product [CH2:1]([O:8][C:9]([N:11]1[CH2:12][C@H:13]([OH:14])[C@@H:15]([N:32]=[N+:33]=[N-:34])[CH2:16][CH2:17][C@H:18]1[CH3:19])=[O:10])[C:2]1[CH:7]=[CH:6][CH:5]=[CH:4][CH:3]=1, predict the reactants needed to synthesize it. The reactants are: [CH2:1]([O:8][C:9]([N:11]1[C@H:18]([CH3:19])[CH2:17][CH2:16][C@@H:15]2[C@@H:13]([O:14]2)[CH2:12]1)=[O:10])[C:2]1[CH:7]=[CH:6][CH:5]=[CH:4][CH:3]=1.N(CCO)(CCO)CCO.[NH4+].[Cl-].[N-:32]=[N+:33]=[N-:34].[Na+].[Na+].[Cl-]. (4) Given the product [N:13]([CH2:2][CH2:3][CH2:4][P:5](=[O:12])([O:9][CH2:10][CH3:11])[O:6][CH2:7][CH3:8])=[N+:14]=[N-:15], predict the reactants needed to synthesize it. The reactants are: Br[CH2:2][CH2:3][CH2:4][P:5](=[O:12])([O:9][CH2:10][CH3:11])[O:6][CH2:7][CH3:8].[N-:13]=[N+:14]=[N-:15].[Na+]. (5) The reactants are: [Cl:1][C:2]1[CH:7]=[CH:6][C:5]([S:8][C:9]2[C:10]([C:20]3[CH:25]=[CH:24][C:23]([C:26]#[N:27])=[CH:22][CH:21]=3)=[N:11][N:12]([C:14]3[CH:15]=[N:16][CH:17]=[CH:18][CH:19]=3)[CH:13]=2)=[CH:4][CH:3]=1.NO.C([O-])([O-])=[O:31].[K+].[K+]. Given the product [Cl:1][C:2]1[CH:3]=[CH:4][C:5]([S:8][C:9]2[C:10]([C:20]3[CH:25]=[CH:24][C:23]([C:26]([NH2:27])=[O:31])=[CH:22][CH:21]=3)=[N:11][N:12]([C:14]3[CH:15]=[N:16][CH:17]=[CH:18][CH:19]=3)[CH:13]=2)=[CH:6][CH:7]=1, predict the reactants needed to synthesize it. (6) Given the product [NH2:1][C:4]1[CH:5]=[N:6][C:7]([O:10][CH2:11][CH2:12][CH2:13][N:14]2[CH2:19][CH2:18][CH2:17][CH2:16][CH2:15]2)=[N:8][CH:9]=1, predict the reactants needed to synthesize it. The reactants are: [N+:1]([C:4]1[CH:5]=[N:6][C:7]([O:10][CH2:11][CH2:12][CH2:13][N:14]2[CH2:19][CH2:18][CH2:17][CH2:16][CH2:15]2)=[N:8][CH:9]=1)([O-])=O. (7) Given the product [O:19]=[S:11]1(=[O:20])[C:12]2[CH:18]=[CH:17][CH:16]=[CH:15][C:13]=2[NH:14][C:9]([C:6]2[C:7](=[O:8])[N:2]([N:1]=[CH:28][CH:27]=[C:26]([CH3:30])[CH3:25])[C:3]3[CH:24]=[CH:23][S:22][C:4]=3[C:5]=2[OH:21])=[N:10]1, predict the reactants needed to synthesize it. The reactants are: [NH2:1][N:2]1[C:7](=[O:8])[C:6]([C:9]2[NH:14][C:13]3[CH:15]=[CH:16][CH:17]=[CH:18][C:12]=3[S:11](=[O:20])(=[O:19])[N:10]=2)=[C:5]([OH:21])[C:4]2[S:22][CH:23]=[CH:24][C:3]1=2.[CH3:25][C:26]([CH3:30])=[CH:27][CH:28]=O. (8) Given the product [Cl:1][C:2]1[NH:3][C:21](=[O:20])[C:23]2[N:24]([CH2:32][CH3:33])[N:25]=[C:26]([C:28]([CH3:31])([CH3:30])[CH3:29])[C:27]=2[N:7]=1, predict the reactants needed to synthesize it. The reactants are: [Cl:1][C:2]1[NH:3]C(=O)C2N(C)N=C(C3CCCC3)C=2[N:7]=1.C([O:20][C:21]([C:23]1[N:24]([CH2:32][CH3:33])[N:25]=[C:26]([C:28]([CH3:31])([CH3:30])[CH3:29])[CH:27]=1)=O)C. (9) Given the product [C:1]([C:3]1[N:8]=[CH:7][C:6]([N:9]2[C:13](=[O:14])[C:12]([CH3:16])([CH3:15])[N:11]([C:17]3[CH:18]=[CH:19][C:20]([C:23]4[CH:42]=[CH:41][C:26]([O:27][CH2:28][CH2:29][CH2:30][CH2:31][O:32][CH2:33][C:34]([OH:36])=[O:35])=[CH:25][CH:24]=4)=[CH:21][CH:22]=3)[C:10]2=[S:43])=[CH:5][C:4]=1[C:44]([F:46])([F:45])[F:47])#[N:2], predict the reactants needed to synthesize it. The reactants are: [C:1]([C:3]1[N:8]=[CH:7][C:6]([N:9]2[C:13](=[O:14])[C:12]([CH3:16])([CH3:15])[N:11]([C:17]3[CH:22]=[CH:21][C:20]([C:23]4[CH:42]=[CH:41][C:26]([O:27][CH2:28][CH2:29][CH2:30][CH2:31][O:32][CH2:33][C:34]([O:36]C(C)(C)C)=[O:35])=[CH:25][CH:24]=4)=[CH:19][CH:18]=3)[C:10]2=[S:43])=[CH:5][C:4]=1[C:44]([F:47])([F:46])[F:45])#[N:2].FC(F)(F)C(O)=O. (10) Given the product [CH3:30][O:31][CH2:32][C:33]([NH:28][CH2:27][CH2:26][O:25][C:9]1[N:10]=[C:11]([N:12]2[CH2:17][CH2:16][N:15]3[C:18]([C:21]([F:22])([F:24])[F:23])=[N:19][N:20]=[C:14]3[CH2:13]2)[C:6]2[CH:5]=[C:4]([CH2:1][CH2:2][CH3:3])[S:29][C:7]=2[N:8]=1)=[O:34], predict the reactants needed to synthesize it. The reactants are: [CH2:1]([C:4]1[S:29][C:7]2[N:8]=[C:9]([O:25][CH2:26][CH2:27][NH2:28])[N:10]=[C:11]([N:12]3[CH2:17][CH2:16][N:15]4[C:18]([C:21]([F:24])([F:23])[F:22])=[N:19][N:20]=[C:14]4[CH2:13]3)[C:6]=2[CH:5]=1)[CH2:2][CH3:3].[CH3:30][O:31][CH2:32][C:33](O)=[O:34].